This data is from Merck oncology drug combination screen with 23,052 pairs across 39 cell lines. The task is: Regression. Given two drug SMILES strings and cell line genomic features, predict the synergy score measuring deviation from expected non-interaction effect. (1) Drug 1: C=CCn1c(=O)c2cnc(Nc3ccc(N4CCN(C)CC4)cc3)nc2n1-c1cccc(C(C)(C)O)n1. Drug 2: Cn1c(=O)n(-c2ccc(C(C)(C)C#N)cc2)c2c3cc(-c4cnc5ccccc5c4)ccc3ncc21. Cell line: NCIH23. Synergy scores: synergy=14.0. (2) Drug 1: CN(Cc1cnc2nc(N)nc(N)c2n1)c1ccc(C(=O)NC(CCC(=O)O)C(=O)O)cc1. Drug 2: Cn1nnc2c(C(N)=O)ncn2c1=O. Cell line: OV90. Synergy scores: synergy=0.733. (3) Cell line: HT144. Drug 1: O=C(CCCCCCC(=O)Nc1ccccc1)NO. Synergy scores: synergy=-6.99. Drug 2: NC1CCCCC1N.O=C(O)C(=O)O.[Pt+2]. (4) Drug 1: NC(=O)c1cccc2cn(-c3ccc(C4CCCNC4)cc3)nc12. Drug 2: CCc1cnn2c(NCc3ccc[n+]([O-])c3)cc(N3CCCCC3CCO)nc12. Cell line: PA1. Synergy scores: synergy=-7.55. (5) Drug 1: NC1(c2ccc(-c3nc4ccn5c(=O)[nH]nc5c4cc3-c3ccccc3)cc2)CCC1. Drug 2: C#Cc1cccc(Nc2ncnc3cc(OCCOC)c(OCCOC)cc23)c1. Cell line: NCIH2122. Synergy scores: synergy=38.3. (6) Drug 1: Cn1nnc2c(C(N)=O)ncn2c1=O. Drug 2: Cn1cc(-c2cnn3c(N)c(Br)c(C4CCCNC4)nc23)cn1. Cell line: T47D. Synergy scores: synergy=-35.3. (7) Drug 1: C=CCn1c(=O)c2cnc(Nc3ccc(N4CCN(C)CC4)cc3)nc2n1-c1cccc(C(C)(C)O)n1. Drug 2: Cc1nc(Nc2ncc(C(=O)Nc3c(C)cccc3Cl)s2)cc(N2CCN(CCO)CC2)n1. Cell line: A2058. Synergy scores: synergy=54.8. (8) Drug 2: O=C(O)C1(Cc2cccc(Nc3nccs3)n2)CCC(Oc2cccc(Cl)c2F)CC1. Drug 1: O=C(CCCCCCC(=O)Nc1ccccc1)NO. Synergy scores: synergy=4.14. Cell line: HCT116. (9) Synergy scores: synergy=-6.16. Drug 1: N#Cc1ccc(Cn2cncc2CN2CCN(c3cccc(Cl)c3)C(=O)C2)cc1. Cell line: SKMES1. Drug 2: COc1cc(C2c3cc4c(cc3C(OC3OC5COC(C)OC5C(O)C3O)C3COC(=O)C23)OCO4)cc(OC)c1O.